Dataset: NCI-60 drug combinations with 297,098 pairs across 59 cell lines. Task: Regression. Given two drug SMILES strings and cell line genomic features, predict the synergy score measuring deviation from expected non-interaction effect. (1) Cell line: OVCAR3. Drug 1: COC1=CC(=CC(=C1O)OC)C2C3C(COC3=O)C(C4=CC5=C(C=C24)OCO5)OC6C(C(C7C(O6)COC(O7)C8=CC=CS8)O)O. Drug 2: CC1C(C(CC(O1)OC2CC(CC3=C2C(=C4C(=C3O)C(=O)C5=C(C4=O)C(=CC=C5)OC)O)(C(=O)CO)O)N)O.Cl. Synergy scores: CSS=32.2, Synergy_ZIP=-6.53, Synergy_Bliss=-5.05, Synergy_Loewe=-3.70, Synergy_HSA=-1.89. (2) Drug 1: CS(=O)(=O)C1=CC(=C(C=C1)C(=O)NC2=CC(=C(C=C2)Cl)C3=CC=CC=N3)Cl. Drug 2: C1=CC(=CC=C1CC(C(=O)O)N)N(CCCl)CCCl.Cl. Cell line: SK-MEL-2. Synergy scores: CSS=1.17, Synergy_ZIP=2.00, Synergy_Bliss=2.76, Synergy_Loewe=-5.36, Synergy_HSA=-2.66. (3) Drug 1: C#CCC(CC1=CN=C2C(=N1)C(=NC(=N2)N)N)C3=CC=C(C=C3)C(=O)NC(CCC(=O)O)C(=O)O. Drug 2: B(C(CC(C)C)NC(=O)C(CC1=CC=CC=C1)NC(=O)C2=NC=CN=C2)(O)O. Cell line: IGROV1. Synergy scores: CSS=53.6, Synergy_ZIP=1.43, Synergy_Bliss=0.859, Synergy_Loewe=-2.96, Synergy_HSA=-3.12. (4) Drug 1: C1=CC=C(C(=C1)C(C2=CC=C(C=C2)Cl)C(Cl)Cl)Cl. Drug 2: C1CN(P(=O)(OC1)NCCCl)CCCl. Cell line: T-47D. Synergy scores: CSS=3.08, Synergy_ZIP=-0.699, Synergy_Bliss=-0.428, Synergy_Loewe=-2.13, Synergy_HSA=-1.35. (5) Cell line: CCRF-CEM. Synergy scores: CSS=10.1, Synergy_ZIP=5.59, Synergy_Bliss=11.8, Synergy_Loewe=12.6, Synergy_HSA=10.8. Drug 2: CC1C(C(CC(O1)OC2CC(OC(C2O)C)OC3=CC4=CC5=C(C(=O)C(C(C5)C(C(=O)C(C(C)O)O)OC)OC6CC(C(C(O6)C)O)OC7CC(C(C(O7)C)O)OC8CC(C(C(O8)C)O)(C)O)C(=C4C(=C3C)O)O)O)O. Drug 1: CS(=O)(=O)C1=CC(=C(C=C1)C(=O)NC2=CC(=C(C=C2)Cl)C3=CC=CC=N3)Cl. (6) Drug 1: CC1OCC2C(O1)C(C(C(O2)OC3C4COC(=O)C4C(C5=CC6=C(C=C35)OCO6)C7=CC(=C(C(=C7)OC)O)OC)O)O. Drug 2: COCCOC1=C(C=C2C(=C1)C(=NC=N2)NC3=CC=CC(=C3)C#C)OCCOC.Cl. Cell line: T-47D. Synergy scores: CSS=35.6, Synergy_ZIP=-4.04, Synergy_Bliss=0.464, Synergy_Loewe=-1.55, Synergy_HSA=2.40.